This data is from Forward reaction prediction with 1.9M reactions from USPTO patents (1976-2016). The task is: Predict the product of the given reaction. (1) Given the reactants C[O:2][C:3]([CH:5]1[CH2:9][CH2:8][CH2:7][N:6]1[C:10]([O:12][C:13]([CH3:16])([CH3:15])[CH3:14])=[O:11])=O.CC(C[AlH]CC(C)C)C.CO.C(O)(=O)CC(CC(O)=O)(C(O)=O)O, predict the reaction product. The product is: [C:13]([O:12][C:10]([N:6]1[CH2:7][CH2:8][CH2:9][CH:5]1[CH:3]=[O:2])=[O:11])([CH3:16])([CH3:15])[CH3:14]. (2) Given the reactants FC(F)(F)S(O[C:7]1[CH:8]=[C:9]2[C:14](=[CH:15][CH:16]=1)[N:13]=[CH:12][CH:11]=[CH:10]2)(=O)=O.[C:19](=[N:32][NH2:33])([C:26]1[CH:31]=[CH:30][CH:29]=[CH:28][CH:27]=1)[C:20]1[CH:25]=[CH:24][CH:23]=[CH:22][CH:21]=1.C(=O)([O-])[O-].[Cs+].[Cs+], predict the reaction product. The product is: [C:20]1([C:19]([C:26]2[CH:31]=[CH:30][CH:29]=[CH:28][CH:27]=2)=[N:32][NH:33][C:7]2[CH:8]=[C:9]3[C:14](=[CH:15][CH:16]=2)[N:13]=[CH:12][CH:11]=[CH:10]3)[CH:21]=[CH:22][CH:23]=[CH:24][CH:25]=1. (3) The product is: [F:21][C:22]([F:27])([F:26])[C:23]([OH:25])=[O:24].[CH3:19][C:9]1[N:8]([NH2:7])[CH:12]=[C:11]([C:13]2[CH:14]=[N:15][N:16]([CH3:18])[CH:17]=2)[N:10]=1. Given the reactants C(OC(=O)[NH:7][N:8]1[CH:12]=[C:11]([C:13]2[CH:14]=[N:15][N:16]([CH3:18])[CH:17]=2)[N:10]=[C:9]1[CH3:19])(C)(C)C.[F:21][C:22]([F:27])([F:26])[C:23]([OH:25])=[O:24], predict the reaction product. (4) The product is: [CH:45]1([C:51]([O:36][C:31]2[CH:32]=[CH:33][CH:34]=[CH:35][C:30]=2[CH:28]2[O:27][N:26]=[C:25]([C:23]3[N:24]=[C:20]([CH:17]4[CH2:16][CH2:15][N:14]([C:12](=[O:13])[CH2:11][N:5]5[C:6]([CH:8]([F:10])[F:9])=[CH:7][C:3]([CH:2]([F:1])[F:37])=[N:4]5)[CH2:19][CH2:18]4)[S:21][CH:22]=3)[CH2:29]2)=[O:52])[CH2:50][CH2:49][CH2:48][CH2:47][CH2:46]1. Given the reactants [F:1][CH:2]([F:37])[C:3]1[CH:7]=[C:6]([CH:8]([F:10])[F:9])[N:5]([CH2:11][C:12]([N:14]2[CH2:19][CH2:18][CH:17]([C:20]3[S:21][CH:22]=[C:23]([C:25]4[CH2:29][CH:28]([C:30]5[CH:35]=[CH:34][CH:33]=[CH:32][C:31]=5[OH:36])[O:27][N:26]=4)[N:24]=3)[CH2:16][CH2:15]2)=[O:13])[N:4]=1.C(N(CC)CC)C.[CH:45]1([C:51](Cl)=[O:52])[CH2:50][CH2:49][CH2:48][CH2:47][CH2:46]1, predict the reaction product.